From a dataset of Forward reaction prediction with 1.9M reactions from USPTO patents (1976-2016). Predict the product of the given reaction. (1) Given the reactants [OH:1][CH2:2][C:3]1[N:4]([C:8]2[CH:12]=[CH:11][N:10]([S:13]([C:16]3[CH:22]=[CH:21][C:19]([CH3:20])=[CH:18][CH:17]=3)(=[O:15])=[O:14])[C:9]=2[CH:23]=[O:24])[CH:5]=[CH:6][CH:7]=1.N1C=CN=C1.[CH3:30][C:31]([Si:34](Cl)([CH3:36])[CH3:35])([CH3:33])[CH3:32], predict the reaction product. The product is: [Si:34]([O:1][CH2:2][C:3]1[N:4]([C:8]2[CH:12]=[CH:11][N:10]([S:13]([C:16]3[CH:22]=[CH:21][C:19]([CH3:20])=[CH:18][CH:17]=3)(=[O:15])=[O:14])[C:9]=2[CH:23]=[O:24])[CH:5]=[CH:6][CH:7]=1)([C:31]([CH3:33])([CH3:32])[CH3:30])([CH3:36])[CH3:35]. (2) Given the reactants [Cl:1][C:2]1[N:3]=[C:4]([C:9]([NH:11][C@H:12]2[CH2:17][CH2:16][N:15]([C:18](=[O:35])/[CH:19]=[C:20]3/[C:21](=[O:34])[N:22]([CH2:26][C:27]([O:29]C(C)(C)C)=[O:28])[C:23](=[O:25])[S:24]/3)[CH2:14][C@H:13]2[O:36][CH3:37])=[O:10])[NH:5][C:6]=1[CH2:7][CH3:8].FC(F)(F)C(O)=O.ClCCl, predict the reaction product. The product is: [Cl:1][C:2]1[N:3]=[C:4]([C:9]([NH:11][C@H:12]2[CH2:17][CH2:16][N:15]([C:18](=[O:35])/[CH:19]=[C:20]3/[C:21](=[O:34])[N:22]([CH2:26][C:27]([OH:29])=[O:28])[C:23](=[O:25])[S:24]/3)[CH2:14][C@H:13]2[O:36][CH3:37])=[O:10])[NH:5][C:6]=1[CH2:7][CH3:8]. (3) Given the reactants [Cl:1][C:2]1[CH:15]=[CH:14][C:5]([CH2:6][NH:7][C:8](=[O:13])[C:9]([CH3:12])([CH3:11])[CH3:10])=[C:4]([F:16])[C:3]=1[N:17]=[C:18]=S.[Cl:20][C:21]1[C:22]([N:30]2[CH2:35][CH2:34][CH:33]([F:36])[CH2:32][CH2:31]2)=[CH:23][C:24]([NH:28][CH3:29])=[C:25]([CH:27]=1)[NH2:26].CC(C)N=C=NC(C)C, predict the reaction product. The product is: [F:16][C:4]1[C:3]([NH:17][C:18]2[N:28]([CH3:29])[C:24]3[CH:23]=[C:22]([N:30]4[CH2:31][CH2:32][CH:33]([F:36])[CH2:34][CH2:35]4)[C:21]([Cl:20])=[CH:27][C:25]=3[N:26]=2)=[C:2]([Cl:1])[CH:15]=[CH:14][C:5]=1[CH2:6][NH:7][C:8](=[O:13])[C:9]([CH3:12])([CH3:11])[CH3:10]. (4) Given the reactants [CH3:1][O:2][C:3](=[O:14])[CH2:4][CH2:5][C:6]1[CH:11]=[CH:10][C:9]([SH:12])=[CH:8][C:7]=1[CH3:13].C(=O)([O-])[O-].[K+].[K+].[CH2:21]([C:23]1[CH:38]=[CH:37][C:26]([O:27][C@H:28]([CH3:36])[CH2:29][CH2:30]OS(C)(=O)=O)=[C:25]([O:39][C:40]2[CH:45]=[CH:44][CH:43]=[CH:42][CH:41]=2)[CH:24]=1)[CH3:22], predict the reaction product. The product is: [CH3:1][O:2][C:3](=[O:14])[CH2:4][CH2:5][C:6]1[CH:11]=[CH:10][C:9]([S:12][CH2:30][CH2:29][C@H:28]([O:27][C:26]2[CH:37]=[CH:38][C:23]([CH2:21][CH3:22])=[CH:24][C:25]=2[O:39][C:40]2[CH:45]=[CH:44][CH:43]=[CH:42][CH:41]=2)[CH3:36])=[CH:8][C:7]=1[CH3:13]. (5) The product is: [C:17]([O:20][CH2:21][C:22]1[C:23]([N:37]2[CH2:49][CH2:48][N:40]3[C:41]4[CH2:42][CH2:43][CH2:44][CH2:45][C:46]=4[CH:47]=[C:39]3[C:38]2=[O:50])=[N:24][CH:25]=[CH:26][C:27]=1[C:12]1[CH:13]=[C:8]([NH:7][C:3]2[N:2]=[N:1][CH:6]=[CH:5][N:4]=2)[C:9](=[O:16])[N:10]([CH3:15])[CH:11]=1)(=[O:19])[CH3:18]. Given the reactants [N:1]1[CH:6]=[CH:5][N:4]=[C:3]([NH:7][C:8]2[C:9](=[O:16])[N:10]([CH3:15])[CH:11]=[C:12](Br)[CH:13]=2)[N:2]=1.[C:17]([O:20][CH2:21][C:22]1[C:23]([N:37]2[CH2:49][CH2:48][N:40]3[C:41]4[CH2:42][CH2:43][CH2:44][CH2:45][C:46]=4[CH:47]=[C:39]3[C:38]2=[O:50])=[N:24][CH:25]=[CH:26][C:27]=1B1OC(C)(C)C(C)(C)O1)(=[O:19])[CH3:18].C([O-])(=O)C.[Na+].[O-]P([O-])([O-])=O.[K+].[K+].[K+], predict the reaction product.